This data is from Peptide-MHC class I binding affinity with 185,985 pairs from IEDB/IMGT. The task is: Regression. Given a peptide amino acid sequence and an MHC pseudo amino acid sequence, predict their binding affinity value. This is MHC class I binding data. (1) The peptide sequence is KIKNRIERL. The MHC is HLA-B08:01 with pseudo-sequence HLA-B08:01. The binding affinity (normalized) is 0.381. (2) The peptide sequence is MTMLTRWKI. The MHC is HLA-A32:07 with pseudo-sequence HLA-A32:07. The binding affinity (normalized) is 0.597. (3) The peptide sequence is KNSKFKNF. The MHC is Mamu-B03 with pseudo-sequence Mamu-B03. The binding affinity (normalized) is 0.172. (4) The peptide sequence is NITLKIIETY. The MHC is HLA-A03:01 with pseudo-sequence HLA-A03:01. The binding affinity (normalized) is 0. (5) The peptide sequence is KSYCQPLPE. The MHC is HLA-B58:01 with pseudo-sequence HLA-B58:01. The binding affinity (normalized) is 0.0847. (6) The peptide sequence is LAESVKMHM. The MHC is HLA-B15:01 with pseudo-sequence HLA-B15:01. The binding affinity (normalized) is 0.365.